Dataset: Forward reaction prediction with 1.9M reactions from USPTO patents (1976-2016). Task: Predict the product of the given reaction. (1) Given the reactants [F:1][C:2]1[CH:7]=[CH:6][CH:5]=[CH:4][C:3]=1[C:8]1[CH:13]=[C:12]([C:14]2[CH:19]=[CH:18][CH:17]=[CH:16][C:15]=2[F:20])[C:11]([O:21]C)=[CH:10][C:9]=1[O:23]C.ClCCl.B(Br)(Br)Br.CO, predict the reaction product. The product is: [F:1][C:2]1[CH:7]=[CH:6][CH:5]=[CH:4][C:3]=1[C:8]1[CH:13]=[C:12]([C:14]2[CH:19]=[CH:18][CH:17]=[CH:16][C:15]=2[F:20])[C:11]([OH:21])=[CH:10][C:9]=1[OH:23]. (2) Given the reactants [Cl:1][C:2]1[N:7]=[CH:6][C:5]([CH2:8][C:9]2[CH:10]=[C:11]3[C:16](=[C:17]4[CH:22]=[CH:21][CH:20]=[CH:19][C:18]=24)[N:15]=[CH:14][N:13]([C@H:23]2[CH2:28][CH2:27][CH2:26][CH2:25][C@@H:24]2[OH:29])[C:12]3=[O:30])=[CH:4][CH:3]=1.[CH3:31]OC(OC)N(C)C, predict the reaction product. The product is: [Cl:1][C:2]1[N:7]=[CH:6][C:5]([CH2:8][C:9]2[CH:10]=[C:11]3[C:16](=[C:17]4[CH:22]=[CH:21][CH:20]=[CH:19][C:18]=24)[N:15]=[C:14]([CH3:31])[N:13]([C@H:23]2[CH2:28][CH2:27][CH2:26][CH2:25][C@@H:24]2[OH:29])[C:12]3=[O:30])=[CH:4][CH:3]=1. (3) Given the reactants C1(C)C=CC=CC=1.[CH3:8][CH:9]([CH3:25])[CH2:10][NH:11][C:12]1[C:21]2[C:16](=[CH:17][CH:18]=[CH:19][N:20]=2)[N:15]=[CH:14][C:13]=1[N+:22]([O-])=O, predict the reaction product. The product is: [CH3:8][CH:9]([CH3:25])[CH2:10][NH:11][C:12]1[C:21]2[C:16](=[CH:17][CH:18]=[CH:19][N:20]=2)[N:15]=[CH:14][C:13]=1[NH2:22]. (4) Given the reactants [CH2:1]([O:8][CH2:9][C@@H:10]([NH:44]C(=O)OC(C)(C)C)[CH2:11][O:12][C:13]1[C:17]([CH3:18])=[C:16]([NH:19][C:20]([NH:22][CH2:23][C:24]2[CH:29]=[C:28]([CH2:30][O:31][CH3:32])[CH:27]=[CH:26][C:25]=2[O:33][C:34]([F:37])([F:36])[F:35])=[O:21])[N:15]([C:38]2[CH:43]=[CH:42][CH:41]=[CH:40][CH:39]=2)[N:14]=1)[C:2]1[CH:7]=[CH:6][CH:5]=[CH:4][CH:3]=1.[ClH:52].CC(O)C, predict the reaction product. The product is: [ClH:52].[NH2:44][C@H:10]([CH2:9][O:8][CH2:1][C:2]1[CH:7]=[CH:6][CH:5]=[CH:4][CH:3]=1)[CH2:11][O:12][C:13]1[C:17]([CH3:18])=[C:16]([NH:19][C:20]([NH:22][CH2:23][C:24]2[CH:29]=[C:28]([CH2:30][O:31][CH3:32])[CH:27]=[CH:26][C:25]=2[O:33][C:34]([F:36])([F:35])[F:37])=[O:21])[N:15]([C:38]2[CH:39]=[CH:40][CH:41]=[CH:42][CH:43]=2)[N:14]=1.